From a dataset of Full USPTO retrosynthesis dataset with 1.9M reactions from patents (1976-2016). Predict the reactants needed to synthesize the given product. (1) Given the product [NH:1]1[C:9]2[C:4](=[C:5]([C:10]3[N:11]=[C:12]([N:29]4[CH2:34][CH2:33][O:32][CH2:31][CH2:30]4)[C:13]4[S:18][C:17]([CH2:19][N:20]([CH3:28])[S:21]([CH2:24][CH2:25][CH2:26][N:35]5[CH2:40][CH2:39][O:38][CH2:37][CH2:36]5)(=[O:23])=[O:22])=[CH:16][C:14]=4[N:15]=3)[CH:6]=[CH:7][CH:8]=2)[CH:3]=[N:2]1, predict the reactants needed to synthesize it. The reactants are: [NH:1]1[C:9]2[C:4](=[C:5]([C:10]3[N:11]=[C:12]([N:29]4[CH2:34][CH2:33][O:32][CH2:31][CH2:30]4)[C:13]4[S:18][C:17]([CH2:19][N:20]([CH3:28])[S:21]([CH2:24][CH2:25][CH2:26]Cl)(=[O:23])=[O:22])=[CH:16][C:14]=4[N:15]=3)[CH:6]=[CH:7][CH:8]=2)[CH:3]=[N:2]1.[NH:35]1[CH2:40][CH2:39][O:38][CH2:37][CH2:36]1.C(=O)([O-])[O-].[K+].[K+].[I-].[K+]. (2) Given the product [CH3:1][O:2][C:3](=[O:27])[C:4]1[CH:9]=[C:8]([O:10][CH3:11])[CH:7]=[CH:6][C:5]=1[NH:12][C:13]1[N:17]([C:18]2[CH:23]=[CH:22][CH:21]=[CH:20][C:19]=2[O:24][CH3:25])[N:16]=[C:15]([CH3:26])[C:14]=1[Br:28], predict the reactants needed to synthesize it. The reactants are: [CH3:1][O:2][C:3](=[O:27])[C:4]1[CH:9]=[C:8]([O:10][CH3:11])[CH:7]=[CH:6][C:5]=1[NH:12][C:13]1[N:17]([C:18]2[CH:23]=[CH:22][CH:21]=[CH:20][C:19]=2[O:24][CH3:25])[N:16]=[C:15]([CH3:26])[CH:14]=1.[Br:28]N1C(C)(C)C(=O)N(Br)C1=O. (3) Given the product [Cl:35][C:32]1[CH:33]=[CH:34][C:29]([N:21]2[C:20]([C:11]([CH:14]3[CH2:19][CH2:18][CH2:17][CH2:16][CH2:15]3)([O:12][CH3:13])[C:8]3[CH:7]=[CH:6][C:5]([C:4]([OH:36])=[O:3])=[CH:10][CH:9]=3)=[C:28]3[C:23]([CH2:24][CH2:25][CH2:26][CH2:27]3)=[N:22]2)=[CH:30][CH:31]=1, predict the reactants needed to synthesize it. The reactants are: C([O:3][C:4](=[O:36])[C:5]1[CH:10]=[CH:9][C:8]([C:11]([C:20]2[N:21]([C:29]3[CH:34]=[CH:33][C:32]([Cl:35])=[CH:31][CH:30]=3)[N:22]=[C:23]3[C:28]=2[CH2:27][CH2:26][CH2:25][CH2:24]3)([CH:14]2[CH2:19][CH2:18][CH2:17][CH2:16][CH2:15]2)[O:12][CH3:13])=[CH:7][CH:6]=1)C.[OH-].[Li+]. (4) Given the product [NH2:65][C:66]1[N:67]=[CH:68][N:69]=[C:70]([NH:40][C@H:41]([C:43]2[C:52]([C:53]3[CH:58]=[CH:57][CH:56]=[CH:55][CH:54]=3)=[C:51]([C:59]([NH:61][CH2:62][CH3:63])=[O:60])[C:50]3[C:45](=[CH:46][CH:47]=[C:48]([F:64])[CH:49]=3)[N:44]=2)[CH3:42])[C:71]=1[C:72]#[N:73], predict the reactants needed to synthesize it. The reactants are: C(NC(C1C2C(=CC=C(F)C=2)N=C([C@@H](NC(=O)OC(C)(C)C)C)C=1C1C=CC=CC=1)=O)C.Cl.O1CCOCC1.[NH2:40][C@H:41]([C:43]1[C:52]([C:53]2[CH:58]=[CH:57][CH:56]=[CH:55][CH:54]=2)=[C:51]([C:59]([NH:61][CH2:62][CH3:63])=[O:60])[C:50]2[C:45](=[CH:46][CH:47]=[C:48]([F:64])[CH:49]=2)[N:44]=1)[CH3:42].[NH2:65][C:66]1[C:71]([C:72]#[N:73])=[C:70](Cl)[N:69]=[CH:68][N:67]=1.CCN(C(C)C)C(C)C. (5) The reactants are: [C:1]([C:9]1[CH:10]=[N:11][C:12]2[C:17]([C:18]=1[C:19]1[CH:20]=[C:21]([CH:24]=[CH:25][CH:26]=1)[CH:22]=O)=[CH:16][CH:15]=[CH:14][C:13]=2[C:27]([F:30])([F:29])[F:28])(=[O:8])[C:2]1[CH:7]=[CH:6][CH:5]=[CH:4][CH:3]=1.[CH3:31][C:32]1[CH:38]=[CH:37][CH:36]=[CH:35][C:33]=1[NH2:34]. Given the product [CH3:31][C:32]1[CH:38]=[CH:37][CH:36]=[CH:35][C:33]=1[NH:34][CH2:22][C:21]1[CH:20]=[C:19]([C:18]2[C:17]3[C:12](=[C:13]([C:27]([F:29])([F:30])[F:28])[CH:14]=[CH:15][CH:16]=3)[N:11]=[CH:10][C:9]=2[C:1]([C:2]2[CH:7]=[CH:6][CH:5]=[CH:4][CH:3]=2)=[O:8])[CH:26]=[CH:25][CH:24]=1, predict the reactants needed to synthesize it. (6) Given the product [CH3:35][N:34]1[C:27]2[N:28]([C:29](=[O:31])[N:30]=[C:25]([O:3][CH2:4][C:5]3[CH:6]=[CH:7][C:8]([O:13][C:14]4[CH:15]=[N:16][C:17]([C:20]([F:23])([F:21])[F:22])=[CH:18][CH:19]=4)=[C:9]([CH:12]=3)[C:10]#[N:11])[CH:26]=2)[CH2:32][CH2:33]1, predict the reactants needed to synthesize it. The reactants are: [H-].[Na+].[OH:3][CH2:4][C:5]1[CH:6]=[CH:7][C:8]([O:13][C:14]2[CH:15]=[N:16][C:17]([C:20]([F:23])([F:22])[F:21])=[CH:18][CH:19]=2)=[C:9]([CH:12]=1)[C:10]#[N:11].Cl[C:25]1[CH:26]=[C:27]2[N:34]([CH3:35])[CH2:33][CH2:32][N:28]2[C:29](=[O:31])[N:30]=1.